From a dataset of Forward reaction prediction with 1.9M reactions from USPTO patents (1976-2016). Predict the product of the given reaction. (1) Given the reactants [F:1][C:2]1[CH:7]=[CH:6][C:5]([N:8]2[C:16]3[CH:15]=[C:14]4[CH2:17][CH2:18][C@H:19]5[C:24]([C@@:13]4([CH3:34])[CH2:12][C:11]=3[CH:10]=[N:9]2)=[CH:23][CH2:22][C@@H:21]([C:25]([F:28])([F:27])[F:26])[C@@H:20]5[C:29](OCC)=[O:30])=[CH:4][CH:3]=1.[H-].C([Al+]CC(C)C)C(C)C, predict the reaction product. The product is: [F:1][C:2]1[CH:7]=[CH:6][C:5]([N:8]2[C:16]3[CH:15]=[C:14]4[CH2:17][CH2:18][C@H:19]5[C:24]([C@@:13]4([CH3:34])[CH2:12][C:11]=3[CH:10]=[N:9]2)=[CH:23][CH2:22][C@@H:21]([C:25]([F:26])([F:28])[F:27])[C@@H:20]5[CH:29]=[O:30])=[CH:4][CH:3]=1.[F:1][C:2]1[CH:7]=[CH:6][C:5]([N:8]2[C:16]3[CH:15]=[C:14]4[CH2:17][CH2:18][C@H:19]5[C:24]([C@@:13]4([CH3:34])[CH2:12][C:11]=3[CH:10]=[N:9]2)=[CH:23][CH2:22][C@@H:21]([C:25]([F:26])([F:28])[F:27])[C@@H:20]5[CH2:29][OH:30])=[CH:4][CH:3]=1. (2) Given the reactants [CH3:1][O:2][C:3]1[CH:8]=[C:7]([N:9]2[CH2:14][CH2:13][O:12][CH2:11][CH2:10]2)[C:6]([N+:15]([O-])=O)=[CH:5][C:4]=1[NH:18][C:19]1[N:24]=[C:23]([N:25]2[CH:29]=[C:28]([CH:30]=O)[C:27]([CH3:32])=[N:26]2)[C:22]([CH3:33])=[CH:21][N:20]=1.Cl.[NH:35]1[CH2:39][C@H:38]([OH:40])[C@H:37]([OH:41])[CH2:36]1, predict the reaction product. The product is: [OH:41][C@H:37]1[C@@H:38]([OH:40])[CH2:39][N:35]([CH2:30][C:28]2[C:27]([CH3:32])=[N:26][N:25]([C:23]3[C:22]([CH3:33])=[CH:21][N:20]=[C:19]([NH:18][C:4]4[C:3]([O:2][CH3:1])=[CH:8][C:7]([N:9]5[CH2:14][CH2:13][O:12][CH2:11][CH2:10]5)=[C:6]([NH:15][C:3](=[O:2])[CH:4]=[CH2:5])[CH:5]=4)[N:24]=3)[CH:29]=2)[CH2:36]1. (3) Given the reactants CC(C)([O-])C.[Na+].Br[C:8]1[CH:15]=[CH:14][C:11]([C:12]#[N:13])=[CH:10][CH:9]=1.C([NH2:23])C1C=CC=CC=1.[C:24]1([CH3:30])[CH:29]=[CH:28][CH:27]=[CH:26][CH:25]=1, predict the reaction product. The product is: [CH2:30]([C:8]1[CH:15]=[CH:14][C:11]([C:12]#[N:13])=[C:10]([NH2:23])[CH:9]=1)[C:24]1[CH:29]=[CH:28][CH:27]=[CH:26][CH:25]=1. (4) Given the reactants [Cl-].[Cl-].[Cl-].[Al+3].[Br:5][C:6]1[CH:11]=[CH:10][C:9]([O:12][CH3:13])=[CH:8][CH:7]=1.[CH2:14]([O:16][C:17](=[O:28])[C:18]([OH:27])([C:23]([F:26])([F:25])[F:24])[CH2:19][C:20](=[CH2:22])[CH3:21])[CH3:15].Cl, predict the reaction product. The product is: [CH2:14]([O:16][C:17](=[O:28])[C:18]([OH:27])([C:23]([F:26])([F:25])[F:24])[CH2:19][C:20]([C:10]1[CH:11]=[C:6]([Br:5])[CH:7]=[CH:8][C:9]=1[O:12][CH3:13])([CH3:22])[CH3:21])[CH3:15]. (5) Given the reactants [OH-].[Na+].C([O:5][C:6]([C:8]1[C:12]2[CH2:13][CH2:14][CH2:15][CH2:16][CH2:17][C:11]=2[NH:10][N:9]=1)=[O:7])C, predict the reaction product. The product is: [NH:10]1[C:11]2[CH2:17][CH2:16][CH2:15][CH2:14][CH2:13][C:12]=2[C:8]([C:6]([OH:7])=[O:5])=[N:9]1. (6) Given the reactants C[O:2][C:3]([C:5]1[C:6]([C:13]2[C:18]([Cl:19])=[CH:17][CH:16]=[CH:15][C:14]=2[Cl:20])=[N:7][O:8][C:9]=1[CH:10]1[CH2:12][CH2:11]1)=O.CC(C[AlH]CC(C)C)C, predict the reaction product. The product is: [CH:10]1([C:9]2[O:8][N:7]=[C:6]([C:13]3[C:14]([Cl:20])=[CH:15][CH:16]=[CH:17][C:18]=3[Cl:19])[C:5]=2[CH2:3][OH:2])[CH2:12][CH2:11]1.